Dataset: Full USPTO retrosynthesis dataset with 1.9M reactions from patents (1976-2016). Task: Predict the reactants needed to synthesize the given product. Given the product [CH3:1][C:2]([C@@H:4]1[C@@:8]2([CH3:23])[CH2:9][CH2:10][C@@H:11]3[C@:21]4([CH3:22])[C:15](=[CH:16][C:17]([CH2:19][CH2:20]4)=[O:18])[CH2:14][CH2:13][C@H:12]3[C@@H:7]2[CH2:6][CH2:5]1)=[O:3].[Mg+2:26].[Zn:29], predict the reactants needed to synthesize it. The reactants are: [CH3:1][C:2]([C@@H:4]1[C@@:8]2([CH3:23])[CH2:9][CH2:10][C@@H:11]3[C@:21]4([CH3:22])[C:15](=[CH:16][C:17]([CH2:19][CH2:20]4)=[O:18])[CH2:14][CH2:13][C@H:12]3[C@@H:7]2[CH2:6][CH2:5]1)=[O:3].O.[Cl-].[Mg+2:26].[Cl-].[Cl-].[Zn+2:29].[Cl-].